Dataset: Peptide-MHC class I binding affinity with 185,985 pairs from IEDB/IMGT. Task: Regression. Given a peptide amino acid sequence and an MHC pseudo amino acid sequence, predict their binding affinity value. This is MHC class I binding data. (1) The peptide sequence is ALGERLDAV. The MHC is HLA-A02:01 with pseudo-sequence HLA-A02:01. The binding affinity (normalized) is 0.701. (2) The peptide sequence is MVLAFITFLR. The MHC is HLA-A31:01 with pseudo-sequence HLA-A31:01. The binding affinity (normalized) is 0.864.